Dataset: Reaction yield outcomes from USPTO patents with 853,638 reactions. Task: Predict the reaction yield, written as a fraction of the theoretical maximum amount of product (1.0 means a 100% yield; for example, 0.34 means a 34% yield). (1) The yield is 0.890. The catalyst is C1COCC1. The product is [CH3:32][O:31][C:29]1[CH:28]=[C:5]([CH:4]=[C:3]([O:2][CH3:1])[CH:30]=1)[CH2:6][C:7]1[C:15]2[C:10](=[CH:11][CH:12]=[CH:13][C:14]=2[CH2:16][CH2:17][C:18]2[CH:19]=[CH:20][C:21]([C:22]([OH:24])=[O:23])=[CH:26][CH:27]=2)[CH2:9][CH:8]=1.[CH3:32][O:31][C:29]1[CH:28]=[C:5]([CH:4]=[C:3]([O:2][CH3:1])[CH:30]=1)/[CH:6]=[C:7]1\[CH2:8][CH2:9][C:10]2[C:15]\1=[C:14]([CH2:16][CH2:17][C:18]1[CH:19]=[CH:20][C:21]([C:22]([OH:24])=[O:23])=[CH:26][CH:27]=1)[CH:13]=[CH:12][CH:11]=2. The reactants are [CH3:1][O:2][C:3]1[CH:4]=[C:5]([CH:28]=[C:29]([O:31][CH3:32])[CH:30]=1)[CH2:6][C:7]1[C:15]2[C:10](=[CH:11][CH:12]=[CH:13][C:14]=2[CH2:16][CH2:17][C:18]2[CH:27]=[CH:26][C:21]([C:22]([O:24]C)=[O:23])=[CH:20][CH:19]=2)[CH2:9][CH:8]=1.[Li+].[OH-].Cl. (2) The reactants are [F:1][C:2]([F:19])([F:18])[C:3]1[CH:4]=[C:5]([C:13]2[N:17]=[CH:16][NH:15][N:14]=2)[CH:6]=[C:7]([C:9]([F:12])([F:11])[F:10])[CH:8]=1.Br[CH2:21][C:22](=[CH2:26])[C:23](O)=[O:24].C(N(CC)CC)C.[CH:34]([NH:36][NH2:37])=O.C(P1(=O)OP(CCC)(=O)OP(CCC)(=O)O1)CC. The yield is 0.270. The catalyst is CN(C=O)C.O. The product is [F:19][C:2]([F:1])([F:18])[C:3]1[CH:4]=[C:5]([C:13]2[N:17]=[CH:16][N:15]([CH2:21][C:22]([C:23]3[O:24][CH:34]=[N:36][N:37]=3)=[CH2:26])[N:14]=2)[CH:6]=[C:7]([C:9]([F:10])([F:12])[F:11])[CH:8]=1. (3) The reactants are [N+:1]([C:4]1[CH:5]=[C:6]([C:11]([F:14])([F:13])[F:12])[C:7](=O)[NH:8][CH:9]=1)([O-:3])=[O:2].P(Br)(Br)([Br:17])=O.P(Br)(Br)Br.BrBr. No catalyst specified. The product is [Br:17][C:7]1[C:6]([C:11]([F:14])([F:13])[F:12])=[CH:5][C:4]([N+:1]([O-:3])=[O:2])=[CH:9][N:8]=1. The yield is 0.880.